This data is from Full USPTO retrosynthesis dataset with 1.9M reactions from patents (1976-2016). The task is: Predict the reactants needed to synthesize the given product. Given the product [NH2:11][C:3]1[C:2]([CH3:1])=[CH:10][CH:9]=[CH:8][C:4]=1[C:5]([OH:7])=[O:6], predict the reactants needed to synthesize it. The reactants are: [CH3:1][C:2]1[C:3]([N+:11]([O-])=O)=[C:4]([CH:8]=[CH:9][CH:10]=1)[C:5]([OH:7])=[O:6].